Dataset: Reaction yield outcomes from USPTO patents with 853,638 reactions. Task: Predict the reaction yield, written as a fraction of the theoretical maximum amount of product (1.0 means a 100% yield; for example, 0.34 means a 34% yield). (1) The reactants are [F:1][C:2]1[C:31]([F:32])=[CH:30][CH:29]=[CH:28][C:3]=1[O:4][C:5]1[CH:10]=[CH:9][C:8]([C:11]2[C:19]3[C:14](=[N:15][CH:16]=[N:17][C:18]=3[NH2:20])[N:13]([CH2:21][C@H:22]3[CH2:26][CH2:25][CH2:24][NH:23]3)[N:12]=2)=[C:7]([F:27])[CH:6]=1.[C:33]([CH2:35][C:36](O)=[O:37])#[N:34].CN(C(ON1N=NC2C=CC=NC1=2)=[N+](C)C)C.F[P-](F)(F)(F)(F)F. The catalyst is CN(C)C=O. The product is [NH2:20][C:18]1[N:17]=[CH:16][N:15]=[C:14]2[N:13]([CH2:21][C@H:22]3[CH2:26][CH2:25][CH2:24][N:23]3[C:36](=[O:37])[CH2:35][C:33]#[N:34])[N:12]=[C:11]([C:8]3[CH:9]=[CH:10][C:5]([O:4][C:3]4[CH:28]=[CH:29][CH:30]=[C:31]([F:32])[C:2]=4[F:1])=[CH:6][C:7]=3[F:27])[C:19]=12. The yield is 0.830. (2) The reactants are [CH3:1][C:2]1([CH3:23])[C:7]2[CH:8]=[C:9]([C:12]3[NH:16][C:15]([C:17]#[N:18])=[C:14]([N+:19]([O-])=O)[CH:13]=3)[CH:10]=[CH:11][C:6]=2[NH:5][C:4](=[O:22])[O:3]1.[NH4+].[Cl-]. The catalyst is CCO.O.C(OCC)(=O)C.[Zn]. The product is [NH2:19][C:14]1[CH:13]=[C:12]([C:9]2[CH:10]=[CH:11][C:6]3[NH:5][C:4](=[O:22])[O:3][C:2]([CH3:1])([CH3:23])[C:7]=3[CH:8]=2)[NH:16][C:15]=1[C:17]#[N:18]. The yield is 0.240. (3) The reactants are [NH:1]1[CH2:6][CH2:5][O:4][CH2:3][CH2:2]1.F[C:8]1[CH:18]=[CH:17][C:11]([C:12]([O:14][CH2:15][CH3:16])=[O:13])=[CH:10][CH:9]=1.FC1C=CC(C([O-])=O)=CC=1. The catalyst is O. The product is [CH2:15]([O:14][C:12](=[O:13])[C:11]1[CH:17]=[CH:18][C:8]([N:1]2[CH2:6][CH2:5][O:4][CH2:3][CH2:2]2)=[CH:9][CH:10]=1)[CH3:16]. The yield is 0.890. (4) The reactants are [CH3:1][C:2]1[C:3]([NH:8][C:9](=O)OC(C)(C)C)=[N:4][CH:5]=[CH:6][CH:7]=1.C([Li])[CH2:17][CH2:18][CH3:19].CN(OC)C(C1CC1)=O.Cl. The catalyst is O1CCCC1. The product is [CH:17]1([C:9]2[NH:8][C:3]3=[N:4][CH:5]=[CH:6][CH:7]=[C:2]3[CH:1]=2)[CH2:18][CH2:19]1. The yield is 0.900. (5) The reactants are [CH3:1][C@H:2]1[CH2:7][NH:6][C@H:5]([CH3:8])[CH2:4][NH:3]1.[C:9](O[C:9]([O:11][C:12]([CH3:15])([CH3:14])[CH3:13])=[O:10])([O:11][C:12]([CH3:15])([CH3:14])[CH3:13])=[O:10]. The catalyst is ClCCl. The product is [C:9]([N:3]1[CH2:4][C@@H:5]([CH3:8])[NH:6][CH2:7][C@@H:2]1[CH3:1])([O:11][C:12]([CH3:15])([CH3:14])[CH3:13])=[O:10]. The yield is 0.500. (6) The reactants are Cl[S:2]([OH:5])(=[O:4])=[O:3].[CH:6]([C:9]1[CH:14]=[CH:13][C:12]([N:15]2[CH:19]=[CH:18][CH:17]=[CH:16]2)=[CH:11][CH:10]=1)([CH3:8])[CH3:7]. The catalyst is C(Cl)(Cl)Cl. The product is [CH:6]([C:9]1[CH:14]=[CH:13][C:12]([N:15]2[CH:19]=[CH:18][CH:17]=[C:16]2[S:2]([OH:5])(=[O:4])=[O:3])=[CH:11][CH:10]=1)([CH3:8])[CH3:7]. The yield is 0.420. (7) The reactants are [CH2:1]([C:5]1[N:6]=[C:7]([CH3:27])[NH:8][C:9](=[O:26])[C:10]=1[CH2:11][C:12]1[CH:17]=[CH:16][C:15]([C:18]2[C:19]([C:24]#[N:25])=[CH:20][CH:21]=[CH:22][CH:23]=2)=[CH:14][CH:13]=1)[CH2:2][CH2:3][CH3:4].N(C(N1CCCCC1)=O)=NC(N1CCCCC1)=O.C(P(CCCC)CCCC)CCC.[Cl:59][C:60]1[CH:61]=[CH:62][C:63]2[S:67][CH:66]=[C:65]([CH2:68]O)[C:64]=2[CH:70]=1. The catalyst is C(OCC)(=O)C.O1CCCC1. The product is [CH2:1]([C:5]1[N:6]=[C:7]([CH3:27])[N:8]([CH2:68][C:65]2[C:64]3[CH:70]=[C:60]([Cl:59])[CH:61]=[CH:62][C:63]=3[S:67][CH:66]=2)[C:9](=[O:26])[C:10]=1[CH2:11][C:12]1[CH:17]=[CH:16][C:15]([C:18]2[C:19]([C:24]#[N:25])=[CH:20][CH:21]=[CH:22][CH:23]=2)=[CH:14][CH:13]=1)[CH2:2][CH2:3][CH3:4]. The yield is 0.550. (8) The catalyst is C(O)(C(F)(F)F)=O. The product is [C:1]([N:4]1[C:12]2[C:7](=[CH:8][C:9]([O:13][CH3:14])=[C:10]([N+:16]([O-:18])=[O:17])[CH:11]=2)[CH2:6][C@@H:5]1[CH3:15])(=[O:3])[CH3:2]. The yield is 0.910. The reactants are [C:1]([N:4]1[C:12]2[C:7](=[CH:8][C:9]([O:13][CH3:14])=[CH:10][CH:11]=2)[CH2:6][C@@H:5]1[CH3:15])(=[O:3])[CH3:2].[N:16]([O-:18])=[O:17].[Na+].O. (9) The reactants are [C:1]([C:3]1[CH:11]=[CH:10][C:6]2[CH:7]=[N:8][NH:9][C:5]=2[CH:4]=1)#[N:2].[OH-].[Na+].[Cl:14][CH2:15][CH2:16][CH2:17]Br. The catalyst is [Br-].C([N+](CCCC)(CCCC)CCCC)CCC.ClCCl. The product is [C:1]([C:3]1[CH:11]=[CH:10][C:6]2[CH:7]=[N:8][N:9]([CH2:17][CH2:16][CH2:15][Cl:14])[C:5]=2[CH:4]=1)#[N:2]. The yield is 0.638.